Dataset: NCI-60 drug combinations with 297,098 pairs across 59 cell lines. Task: Regression. Given two drug SMILES strings and cell line genomic features, predict the synergy score measuring deviation from expected non-interaction effect. (1) Drug 1: C1=CC(=CC=C1CCC2=CNC3=C2C(=O)NC(=N3)N)C(=O)NC(CCC(=O)O)C(=O)O. Drug 2: CC1=C(C(=O)C2=C(C1=O)N3CC4C(C3(C2COC(=O)N)OC)N4)N. Cell line: SW-620. Synergy scores: CSS=50.4, Synergy_ZIP=3.49, Synergy_Bliss=2.45, Synergy_Loewe=7.14, Synergy_HSA=10.1. (2) Drug 1: CC1=C(C(=CC=C1)Cl)NC(=O)C2=CN=C(S2)NC3=CC(=NC(=N3)C)N4CCN(CC4)CCO. Drug 2: C(=O)(N)NO. Cell line: SF-295. Synergy scores: CSS=9.15, Synergy_ZIP=-1.85, Synergy_Bliss=3.68, Synergy_Loewe=-4.11, Synergy_HSA=1.45.